From a dataset of Catalyst prediction with 721,799 reactions and 888 catalyst types from USPTO. Predict which catalyst facilitates the given reaction. (1) Reactant: [F:1][C:2]1[CH:7]=[CH:6][C:5]([NH2:8])=[C:4]([NH2:9])[CH:3]=1.[C:10](N1C=CN=C1)(N1C=CN=C1)=[O:11]. Product: [F:1][C:2]1[CH:7]=[CH:6][C:5]2[NH:8][C:10](=[O:11])[NH:9][C:4]=2[CH:3]=1. The catalyst class is: 1. (2) Reactant: ClC(Cl)(Cl)C([N:5]1[CH2:10][CH2:9][N:8]([C:11]2[CH:16]=[C:15]([S:17]([N:20]3[C:28]4[C:23](=[CH:24][CH:25]=[C:26]([Cl:29])[CH:27]=4)[CH:22]=[CH:21]3)(=[O:19])=[O:18])[CH:14]=[CH:13][C:12]=2[O:30][CH3:31])[CH2:7][CH2:6]1)=O.[OH-].[K+]. Product: [Cl:29][C:26]1[CH:27]=[C:28]2[C:23]([CH:22]=[CH:21][N:20]2[S:17]([C:15]2[CH:14]=[CH:13][C:12]([O:30][CH3:31])=[C:11]([N:8]3[CH2:7][CH2:6][NH:5][CH2:10][CH2:9]3)[CH:16]=2)(=[O:19])=[O:18])=[CH:24][CH:25]=1. The catalyst class is: 1.